From a dataset of Catalyst prediction with 721,799 reactions and 888 catalyst types from USPTO. Predict which catalyst facilitates the given reaction. (1) Reactant: [C:1]1([C:19]2[CH:24]=[CH:23][CH:22]=[CH:21][CH:20]=2)[C:2]([C:7]([NH:9][C:10]2[CH:11]=[C:12]([CH:16]=[CH:17][CH:18]=2)[C:13](O)=[O:14])=[O:8])=[CH:3][CH:4]=[CH:5][CH:6]=1.[CH2:25]1[O:29][C:28]2[CH:30]=[C:31]([CH2:34][NH2:35])[CH:32]=[CH:33][C:27]=2[O:26]1.CN(C(ON1N=NC2C=CC=CC1=2)=[N+](C)C)C.[B-](F)(F)(F)F.C(N(C(C)C)C(C)C)C. Product: [O:26]1[C:27]2[CH:33]=[CH:32][C:31]([CH2:34][NH:35][C:13](=[O:14])[C:12]3[CH:16]=[CH:17][CH:18]=[C:10]([NH:9][C:7]([C:2]4[C:1]([C:19]5[CH:24]=[CH:23][CH:22]=[CH:21][CH:20]=5)=[CH:6][CH:5]=[CH:4][CH:3]=4)=[O:8])[CH:11]=3)=[CH:30][C:28]=2[O:29][CH2:25]1. The catalyst class is: 9. (2) Reactant: [CH2:1]([O:8][CH2:9][C@@H:10]([OH:13])[CH2:11][CH3:12])[C:2]1[CH:7]=[CH:6][CH:5]=[CH:4][CH:3]=1.N1C=CN=C1.[CH3:19][C:20]([Si:23](Cl)([CH3:25])[CH3:24])([CH3:22])[CH3:21]. Product: [CH2:1]([O:8][CH2:9][C@@H:10]([O:13][Si:23]([C:20]([CH3:22])([CH3:21])[CH3:19])([CH3:25])[CH3:24])[CH2:11][CH3:12])[C:2]1[CH:7]=[CH:6][CH:5]=[CH:4][CH:3]=1. The catalyst class is: 808. (3) Reactant: [CH3:1][O:2][C:3]([CH:5]1[CH2:9][CH2:8][C:7]2([CH2:14][CH2:13][CH2:12][CH2:11][CH2:10]2)[CH:6]1[O:15][Si](CC)(CC)CC)=[O:4].[F-].C([N+](CCCC)(CCCC)CCCC)CCC.[Cl-].[NH4+]. Product: [CH3:1][O:2][C:3]([CH:5]1[CH2:9][CH2:8][C:7]2([CH2:10][CH2:11][CH2:12][CH2:13][CH2:14]2)[CH:6]1[OH:15])=[O:4]. The catalyst class is: 7. (4) Reactant: [CH3:1][C:2]1[CH:7]=[C:6]([CH3:8])[CH:5]=[CH:4][C:3]=1[CH2:9][C:10]([OH:12])=O.CN(C(ON1N=NC2C=CC=NC1=2)=[N+](C)C)C.F[P-](F)(F)(F)(F)F.CCN(CC)CC.OC(C(F)(F)F)=O.[NH:51]1[CH2:55][CH2:54][C:53]([C:56]2[CH:61]=[CH:60][C:59]([NH:62][S:63]([CH3:66])(=[O:65])=[O:64])=[CH:58][CH:57]=2)=[N:52]1. Product: [CH3:1][C:2]1[CH:7]=[C:6]([CH3:8])[CH:5]=[CH:4][C:3]=1[CH2:9][C:10]([N:51]1[CH2:55][CH2:54][C:53]([C:56]2[CH:57]=[CH:58][C:59]([NH:62][S:63]([CH3:66])(=[O:65])=[O:64])=[CH:60][CH:61]=2)=[N:52]1)=[O:12]. The catalyst class is: 18. (5) Reactant: C([O:8][C:9]1[CH:10]=[C:11]([C:20](=[O:26])[CH:21](OCC)O)[C:12]2[O:17][CH2:16][C:15](=[O:18])[NH:14][C:13]=2[CH:19]=1)C1C=CC=CC=1.[F:27][C:28]([F:45])([F:44])[C:29]1[CH:30]=[C:31]([CH2:39][C:40]([NH2:43])([CH3:42])[CH3:41])[CH:32]=[C:33]([C:35]([F:38])([F:37])[F:36])[CH:34]=1. Product: [F:27][C:28]([F:44])([F:45])[C:29]1[CH:30]=[C:31]([CH2:39][C:40]([NH:43][CH2:21][CH:20]([C:11]2[C:12]3[O:17][CH2:16][C:15](=[O:18])[NH:14][C:13]=3[CH:19]=[C:9]([OH:8])[CH:10]=2)[OH:26])([CH3:42])[CH3:41])[CH:32]=[C:33]([C:35]([F:36])([F:37])[F:38])[CH:34]=1. The catalyst class is: 181. (6) Reactant: O[CH2:2][CH2:3][CH2:4][C:5]#[C:6][C:7]1[O:11][N:10]=[C:9]([CH2:12][CH2:13][C@@:14]([CH3:29])([S:25]([CH3:28])(=[O:27])=[O:26])[C:15]([NH:17][O:18][CH:19]2[CH2:24][CH2:23][CH2:22][CH2:21][O:20]2)=[O:16])[CH:8]=1.CCN(S(F)(F)[F:36])CC. Product: [F:36][CH2:2][CH2:3][CH2:4][C:5]#[C:6][C:7]1[O:11][N:10]=[C:9]([CH2:12][CH2:13][C@@:14]([CH3:29])([S:25]([CH3:28])(=[O:27])=[O:26])[C:15]([NH:17][O:18][CH:19]2[CH2:24][CH2:23][CH2:22][CH2:21][O:20]2)=[O:16])[CH:8]=1. The catalyst class is: 2. (7) Reactant: [CH2:1]([S:3][C:4]1[CH:9]=[CH:8][CH:7]=[CH:6][C:5]=1[C:10]1[NH:14][C:13]2[CH:15]=[CH:16][C:17]([C:19]([F:28])([C:24]([F:27])([F:26])[F:25])[C:20]([F:23])([F:22])[F:21])=[CH:18][C:12]=2[N:11]=1)[CH3:2].[H-].[Na+].I[CH3:32]. Product: [CH2:1]([S:3][C:4]1[CH:9]=[CH:8][CH:7]=[CH:6][C:5]=1[C:10]1[N:11]([CH3:32])[C:12]2[CH:18]=[C:17]([C:19]([F:28])([C:20]([F:21])([F:22])[F:23])[C:24]([F:27])([F:25])[F:26])[CH:16]=[CH:15][C:13]=2[N:14]=1)[CH3:2].[CH2:1]([S:3][C:4]1[CH:9]=[CH:8][CH:7]=[CH:6][C:5]=1[C:10]1[N:14]([CH3:32])[C:13]2[CH:15]=[CH:16][C:17]([C:19]([F:28])([C:20]([F:21])([F:22])[F:23])[C:24]([F:27])([F:25])[F:26])=[CH:18][C:12]=2[N:11]=1)[CH3:2]. The catalyst class is: 6.